The task is: Predict the reactants needed to synthesize the given product.. This data is from Full USPTO retrosynthesis dataset with 1.9M reactions from patents (1976-2016). (1) Given the product [CH3:38][N:39]([O:40][CH3:41])[C:15]([C@@H:12]1[CH2:11][CH2:10][C@H:9]([NH:8][C:6](=[O:7])[O:5][C:2]([CH3:1])([CH3:3])[CH3:4])[CH2:14][CH2:13]1)=[O:17], predict the reactants needed to synthesize it. The reactants are: [CH3:1][C:2]([O:5][C:6]([NH:8][C@@H:9]1[CH2:14][CH2:13][C@H:12]([C:15]([OH:17])=O)[CH2:11][CH2:10]1)=[O:7])([CH3:4])[CH3:3].C1C=CC2N(O)N=NC=2C=1.CCN(C(C)C)C(C)C.Cl.[CH3:38][NH:39][O:40][CH3:41]. (2) Given the product [Cl:1][C:2]1[CH:7]=[CH:6][CH:5]=[C:4]([F:8])[C:3]=1[C:9]1[N:13]=[C:12]([C:14]2[C:18]([CH3:19])=[C:17]([C:20]3[CH:25]=[CH:24][C:23]([O:26][CH2:31][CH2:32][CH3:33])=[CH:22][CH:21]=3)[S:16][CH:15]=2)[N:11]([CH3:27])[N:10]=1, predict the reactants needed to synthesize it. The reactants are: [Cl:1][C:2]1[CH:7]=[CH:6][CH:5]=[C:4]([F:8])[C:3]=1[C:9]1[N:13]=[C:12]([C:14]2[C:18]([CH3:19])=[C:17]([C:20]3[CH:25]=[CH:24][C:23]([OH:26])=[CH:22][CH:21]=3)[S:16][CH:15]=2)[N:11]([CH3:27])[N:10]=1.[H-].[Na+].I[CH2:31][CH2:32][CH3:33]. (3) Given the product [CH3:49][O:50][C:4]1[CH:3]=[CH:2][C:1]([C:7]2[O:8][C:9](/[CH:12]=[C:13](\[CH3:30])/[CH2:14][CH2:15]/[CH:16]=[C:17](\[CH3:29])/[CH2:18][CH2:19]/[CH:20]=[C:21](\[CH3:28])/[CH2:22][CH2:23][CH:24]=[C:25]([CH3:27])[CH3:26])=[N:10][N:11]=2)=[CH:6][CH:5]=1, predict the reactants needed to synthesize it. The reactants are: [C:1]1([C:7]2[O:8][C:9](/[CH:12]=[C:13](\[CH3:30])/[CH2:14][CH2:15]/[CH:16]=[C:17](\[CH3:29])/[CH2:18][CH2:19]/[CH:20]=[C:21](\[CH3:28])/[CH2:22][CH2:23][CH:24]=[C:25]([CH3:27])[CH3:26])=[N:10][N:11]=2)[CH:6]=[CH:5][CH:4]=[CH:3][CH:2]=1.C(C/C(/C)=C/CC/C(/C)=C/C[C:49](Cl)=[O:50])/C=C(/CCC=C(C)C)\C. (4) Given the product [C:8]([C:7]1[C:3]([CH2:2][C:27]2[CH:28]=[C:29]3[C:24]([CH:23]=[CH:22][N:21]=[CH:20]3)=[CH:25][CH:26]=2)=[C:4]([C:16]([O:18][CH3:19])=[O:17])[S:5][C:6]=1[N:10]1[CH2:15][CH2:14][O:13][CH2:12][CH2:11]1)#[N:9], predict the reactants needed to synthesize it. The reactants are: Br[CH2:2][C:3]1[C:7]([C:8]#[N:9])=[C:6]([N:10]2[CH2:15][CH2:14][O:13][CH2:12][CH2:11]2)[S:5][C:4]=1[C:16]([O:18][CH3:19])=[O:17].[CH:20]1[C:29]2[C:24](=[CH:25][CH:26]=[C:27](B(O)O)[CH:28]=2)[CH:23]=[CH:22][N:21]=1.C(=O)([O-])[O-].[Cs+].[Cs+].O1CCOCC1.O. (5) Given the product [CH:23]1[C:24]2[C:19](=[CH:18][CH:17]=[CH:16][CH:15]=2)[CH:20]=[CH:21][C:22]=1[O:1][CH2:2][C@H:3]1[CH2:7][CH2:6][N:5]([C:8]([O:10][C:11]([CH3:14])([CH3:13])[CH3:12])=[O:9])[CH2:4]1, predict the reactants needed to synthesize it. The reactants are: [OH:1][CH2:2][C@H:3]1[CH2:7][CH2:6][N:5]([C:8]([O:10][C:11]([CH3:14])([CH3:13])[CH3:12])=[O:9])[CH2:4]1.[CH:15]1[C:24]2[C:19](=[CH:20][CH:21]=[CH:22][CH:23]=2)[CH:18]=[CH:17][C:16]=1O.C1(P(C2C=CC=CC=2)C2C=CC=CC=2)C=CC=CC=1.N(C(OC(C)C)=O)=NC(OC(C)C)=O. (6) Given the product [CH2:26]([C:9]1[C:10]2[O:14][CH2:13][CH:12]([C:15]3[CH:20]=[CH:19][C:18]([CH:21]([CH3:22])[CH3:23])=[CH:17][CH:16]=3)[C:11]=2[C:24]([CH3:25])=[C:7]([NH:6][C:5]([NH:32][CH2:33][CH2:34][OH:35])=[O:29])[C:8]=1[CH3:28])[CH3:27], predict the reactants needed to synthesize it. The reactants are: ClC(Cl)(Cl)CO[C:5](=[O:29])[NH:6][C:7]1[C:8]([CH3:28])=[C:9]([CH2:26][CH3:27])[C:10]2[O:14][CH2:13][CH:12]([C:15]3[CH:20]=[CH:19][C:18]([CH:21]([CH3:23])[CH3:22])=[CH:17][CH:16]=3)[C:11]=2[C:24]=1[CH3:25].[NH2:32][CH2:33][CH2:34][OH:35].